From a dataset of Full USPTO retrosynthesis dataset with 1.9M reactions from patents (1976-2016). Predict the reactants needed to synthesize the given product. Given the product [C@H:1]([O:5][C:6]([NH:8][C:9]1[N:13]([CH3:14])[N:12]=[CH:11][C:10]=1[C:15]1[CH:20]=[CH:19][C:18]([C:21]2[CH:22]=[CH:23][C:24]([C:27]3([C:30]([OH:32])=[O:31])[CH2:28][CH2:29]3)=[CH:25][CH:26]=2)=[CH:17][CH:16]=1)=[O:7])([CH2:3][CH3:4])[CH3:2], predict the reactants needed to synthesize it. The reactants are: [C@H:1]([O:5][C:6]([NH:8][C:9]1[N:13]([CH3:14])[N:12]=[CH:11][C:10]=1[C:15]1[CH:20]=[CH:19][C:18]([C:21]2[CH:26]=[CH:25][C:24]([C:27]3([C:30]([O:32]C)=[O:31])[CH2:29][CH2:28]3)=[CH:23][CH:22]=2)=[CH:17][CH:16]=1)=[O:7])([CH2:3][CH3:4])[CH3:2].O1CCCC1.[OH-].[Na+].